From a dataset of Catalyst prediction with 721,799 reactions and 888 catalyst types from USPTO. Predict which catalyst facilitates the given reaction. Reactant: [Br:1][C:2]1[CH:3]=[CH:4][C:5](/[CH:8]=[CH:9]/[C@H:10]2[C@H:18]([CH3:19])[C:17]([F:21])([F:20])[CH2:16][C@@H:15]3[C@H:11]2[C@@H:12]([CH3:23])[O:13][C:14]3=[O:22])=[N:6][CH:7]=1.C[Si]([N-][Si](C)(C)C)(C)C.[Li+].C([C:36]([O:38][CH3:39])=[O:37])#N. Product: [Br:1][C:2]1[CH:3]=[CH:4][C:5](/[CH:8]=[CH:9]/[C@@H:10]2[C@H:11]3[C@:15]([C:36]([O:38][CH3:39])=[O:37])([C:14](=[O:22])[O:13][C@@H:12]3[CH3:23])[CH2:16][C:17]([F:20])([F:21])[C@H:18]2[CH3:19])=[N:6][CH:7]=1. The catalyst class is: 1.